This data is from Reaction yield outcomes from USPTO patents with 853,638 reactions. The task is: Predict the reaction yield, written as a fraction of the theoretical maximum amount of product (1.0 means a 100% yield; for example, 0.34 means a 34% yield). (1) The reactants are [CH3:1][O:2][CH2:3][C:4]1[N:5]=[C:6]([NH:9][C:10](=[O:16])[O:11][C:12]([CH3:15])([CH3:14])[CH3:13])[S:7][CH:8]=1.[Li]CCCC.[CH2:22]([Sn:26](Cl)([CH2:31][CH2:32][CH2:33][CH3:34])[CH2:27][CH2:28][CH2:29][CH3:30])[CH2:23][CH2:24][CH3:25]. The catalyst is C1COCC1. The product is [CH3:1][O:2][CH2:3][C:4]1[N:5]=[C:6]([NH:9][C:10](=[O:16])[O:11][C:12]([CH3:13])([CH3:15])[CH3:14])[S:7][C:8]=1[Sn:26]([CH2:27][CH2:28][CH2:29][CH3:30])([CH2:31][CH2:32][CH2:33][CH3:34])[CH2:22][CH2:23][CH2:24][CH3:25]. The yield is 0.650. (2) The reactants are [O:1]=[C:2]1[C:10]2([C:22]3[C:13](=[CH:14][C:15]4[O:20][CH2:19][CH2:18][O:17][C:16]=4[CH:21]=3)[O:12][CH2:11]2)[C:9]2[C:4](=[CH:5][CH:6]=[CH:7][CH:8]=2)[N:3]1[CH2:23][C:24]1[CH:32]=[CH:31][C:27]([C:28](O)=[O:29])=[CH:26][CH:25]=1.C(Cl)(=O)C(Cl)=O.O[NH:40][C:41](=[NH:43])[CH3:42]. The catalyst is ClCCl.CN(C)C=O. The product is [CH3:42][C:41]1[N:43]=[C:28]([C:27]2[CH:31]=[CH:32][C:24]([CH2:23][N:3]3[C:4]4[C:9](=[CH:8][CH:7]=[CH:6][CH:5]=4)[C:10]4([C:22]5[C:13](=[CH:14][C:15]6[O:20][CH2:19][CH2:18][O:17][C:16]=6[CH:21]=5)[O:12][CH2:11]4)[C:2]3=[O:1])=[CH:25][CH:26]=2)[O:29][N:40]=1. The yield is 0.630. (3) The yield is 0.780. The product is [NH2:1][C:2]1[C:7]([CH2:8][OH:9])=[CH:6][C:5]([Br:17])=[CH:4][N:3]=1. The reactants are [NH2:1][C:2]1[C:7]([CH2:8][OH:9])=[CH:6][CH:5]=[CH:4][N:3]=1.C1C(=O)N([Br:17])C(=O)C1. The catalyst is C(Cl)Cl. (4) The reactants are O.[Br:2][C:3]1[CH:8]=[CH:7][C:6]([C@@H:9]([C:22]2[CH:27]=[CH:26][CH:25]=[CH:24][C:23]=2[CH3:28])[CH2:10][C:11]([C:13]2[N+:18]([O-])=[N:17][C:16]([O:20][CH3:21])=[CH:15][CH:14]=2)=[O:12])=[CH:5][CH:4]=1. The catalyst is C1COCC1.[Mo](Cl)(Cl)(Cl)(Cl)Cl.[Zn]. The product is [Br:2][C:3]1[CH:8]=[CH:7][C:6]([C@@H:9]([C:22]2[CH:27]=[CH:26][CH:25]=[CH:24][C:23]=2[CH3:28])[CH2:10][C:11]([C:13]2[N:18]=[N:17][C:16]([O:20][CH3:21])=[CH:15][CH:14]=2)=[O:12])=[CH:5][CH:4]=1. The yield is 0.380. (5) The reactants are C([Li])CCC.Br[C:7]1[CH:12]=[CH:11][CH:10]=[CH:9][N:8]=1.[Si:13]([O:20][CH2:21]/[CH:22]=[N:23]/[S@:24]([C:26]([CH3:29])([CH3:28])[CH3:27])=[O:25])([C:16]([CH3:19])([CH3:18])[CH3:17])([CH3:15])[CH3:14]. The catalyst is C1(C)C=CC=CC=1.[Cl-].[Na+].O. The product is [Si:13]([O:20][CH2:21][C@@H:22]([NH:23][S@:24]([C:26]([CH3:29])([CH3:28])[CH3:27])=[O:25])[C:7]1[CH:12]=[CH:11][CH:10]=[CH:9][N:8]=1)([C:16]([CH3:19])([CH3:18])[CH3:17])([CH3:15])[CH3:14]. The yield is 0.467.